This data is from Catalyst prediction with 721,799 reactions and 888 catalyst types from USPTO. The task is: Predict which catalyst facilitates the given reaction. (1) Reactant: [I-].C(OC([NH:9][C@H:10]([C:25]([NH:27][CH2:28][CH2:29][CH2:30][N+:31]([CH3:34])([CH3:33])[CH3:32])=[O:26])[CH2:11][C:12]1[CH:17]=[CH:16][C:15]([N:18]([CH2:22][CH2:23][Cl:24])[CH2:19][CH2:20][Cl:21])=[CH:14][CH:13]=1)=O)(C)(C)C.C(O)C. Product: [ClH:21].[Cl:21][CH2:20][CH2:19][N:18]([CH2:22][CH2:23][Cl:24])[C:15]1[CH:14]=[CH:13][C:12]([CH2:11][C@@H:10]([C:25]([NH:27][CH2:28][CH2:29][CH2:30][N+:31]([CH3:33])([CH3:32])[CH3:34])=[O:26])[NH2:9])=[CH:17][CH:16]=1. The catalyst class is: 5. (2) Reactant: [F:1][C:2]1[CH:7]=[CH:6][C:5]([F:8])=[CH:4][C:3]=1[C@H:9]1[CH2:13][CH2:12][CH2:11][N:10]1[C:14]1[CH:19]=[CH:18][N:17]2[N:20]=[CH:21][C:22]([NH2:23])=[C:16]2[N:15]=1.C1N=[CH:27][N:26]([C:29](N2C=NC=C2)=[O:30])[CH:25]=1.CNC. Product: [F:1][C:2]1[CH:7]=[CH:6][C:5]([F:8])=[CH:4][C:3]=1[C@H:9]1[CH2:13][CH2:12][CH2:11][N:10]1[C:14]1[CH:19]=[CH:18][N:17]2[N:20]=[CH:21][C:22]([NH:23][C:29](=[O:30])[N:26]([CH3:27])[CH3:25])=[C:16]2[N:15]=1. The catalyst class is: 2. (3) Reactant: Br[C:2]1[CH:3]=[C:4]2[C:8](=[CH:9][CH:10]=1)[NH:7][C:6]1[C:11]([CH2:15][CH3:16])=[N:12][CH:13]=[CH:14][C:5]2=1.[C:17]([C:20]1[CH:21]=[C:22](B(O)O)[CH:23]=[CH:24][CH:25]=1)(=[O:19])[NH2:18].C(=O)([O-])[O-].[K+].[K+]. Product: [NH2:18][C:17]([C:20]1[CH:25]=[C:24]([C:2]2[CH:3]=[C:4]3[C:8](=[CH:9][CH:10]=2)[NH:7][C:6]2[C:11]([CH2:15][CH3:16])=[N:12][CH:13]=[CH:14][C:5]3=2)[CH:23]=[CH:22][CH:21]=1)=[O:19]. The catalyst class is: 70. (4) Reactant: [Al+3].[Cl-].[Cl-].[Cl-].Cl[C:6](=[O:12])[C:7]([O:9][CH2:10][CH3:11])=[O:8].[CH:13]1([S:16][C:17]2[CH:22]=[CH:21][CH:20]=[CH:19][CH:18]=2)[CH2:15][CH2:14]1. Product: [CH:13]1([S:16][C:17]2[CH:22]=[CH:21][C:20]([C:6](=[O:12])[C:7]([O:9][CH2:10][CH3:11])=[O:8])=[CH:19][CH:18]=2)[CH2:15][CH2:14]1. The catalyst class is: 2. (5) Reactant: [N:1]1[N:8]2[C:4]([O:5][C:6]3[CH2:12][O:11][CH2:10][CH2:9][C:7]=32)=[CH:3][C:2]=1[C:13]([O-])=[O:14].[BH4-].[Li+].CO. Product: [N:1]1[N:8]2[C:4]([O:5][C:6]3[CH2:12][O:11][CH2:10][CH2:9][C:7]=32)=[CH:3][C:2]=1[CH2:13][OH:14]. The catalyst class is: 1. (6) Reactant: [CH:1]([O:4][C:5]1[CH:10]=[CH:9][C:8]([S:11][C:12]2[CH:26]=[CH:25][C:15]([O:16][CH:17]3[CH:22]4[CH2:23][CH2:24][N:19]([CH2:20][CH2:21]4)[CH2:18]3)=[CH:14][CH:13]=2)=[CH:7][CH:6]=1)([CH3:3])[CH3:2].CO.[C:29]([OH:36])(=[O:35])/[CH:30]=[CH:31]/[C:32]([OH:34])=[O:33]. Product: [C:29]([OH:36])(=[O:35])/[CH:30]=[CH:31]/[C:32]([OH:34])=[O:33].[CH:1]([O:4][C:5]1[CH:6]=[CH:7][C:8]([S:11][C:12]2[CH:26]=[CH:25][C:15]([O:16][CH:17]3[CH:22]4[CH2:23][CH2:24][N:19]([CH2:20][CH2:21]4)[CH2:18]3)=[CH:14][CH:13]=2)=[CH:9][CH:10]=1)([CH3:3])[CH3:2]. The catalyst class is: 13.